From a dataset of Catalyst prediction with 721,799 reactions and 888 catalyst types from USPTO. Predict which catalyst facilitates the given reaction. (1) Reactant: [Cl-:1].[CH3:2][N+:3]([CH3:15])([CH2:7][C:8]1([CH3:14])[CH2:12][O:11][C:10](=[O:13])[NH:9]1)[CH2:4][CH2:5][CH3:6].C(O[Cl:21])CCC. Product: [Cl-:21].[Cl:1][N:9]1[C:8]([CH2:7][N+:3]([CH3:2])([CH3:15])[CH2:4][CH2:5][CH3:6])([CH3:14])[CH2:12][O:11][C:10]1=[O:13]. The catalyst class is: 5. (2) Reactant: [CH:1]1[CH:2]=[CH:3][C:4]([N:7]=[N:8][C:9]2[CH:10]=[CH:11][C:12]([OH:15])=[CH:13][CH:14]=2)=[CH:5][CH:6]=1.IC.[C:18](=O)([O-])[O-].[K+].[K+]. Product: [CH3:18][O:15][C:12]1[CH:11]=[CH:10][C:9]([N:8]=[N:7][C:4]2[CH:3]=[CH:2][CH:1]=[CH:6][CH:5]=2)=[CH:14][CH:13]=1. The catalyst class is: 21. (3) Reactant: [CH3:1][O:2][C:3](=[O:12])[C:4]1[C:9](I)=[CH:8][CH:7]=[CH:6][C:5]=1[F:11].C([Mg]Cl)(C)C.C(O[B:22]1[O:26][C:25]([CH3:28])([CH3:27])[C:24]([CH3:30])([CH3:29])[O:23]1)(C)C.[NH4+].[Cl-]. Product: [CH3:1][O:2][C:3](=[O:12])[C:4]1[C:9]([B:22]2[O:26][C:25]([CH3:28])([CH3:27])[C:24]([CH3:30])([CH3:29])[O:23]2)=[CH:8][CH:7]=[CH:6][C:5]=1[F:11]. The catalyst class is: 1. (4) The catalyst class is: 8. Reactant: [NH2:1][C:2]1[CH:10]=[C:9]2[C:5]([CH:6]=[CH:7][N:8]2[CH2:11][C:12]#[N:13])=[CH:4][CH:3]=1.Br[CH2:15][C:16]1[CH:26]=[CH:25][C:24]([O:27][CH3:28])=[CH:23][C:17]=1[C:18](OCC)=[O:19].C(N(C(C)C)CC)(C)C. Product: [CH3:28][O:27][C:24]1[CH:23]=[C:17]2[C:16]([CH2:15][N:1]([C:2]3[CH:10]=[C:9]4[C:5]([CH:6]=[CH:7][N:8]4[CH2:11][C:12]#[N:13])=[CH:4][CH:3]=3)[C:18]2=[O:19])=[CH:26][CH:25]=1. (5) Reactant: [CH3:1][S:2]([C:5]1[CH:6]=[C:7]([C:11]2[CH:16]=[CH:15][CH:14]=[C:13]([CH2:17][NH:18][S:19]([CH:22]([CH3:24])[CH3:23])(=[O:21])=[O:20])[CH:12]=2)[CH:8]=[CH:9][CH:10]=1)(=[O:4])=[O:3].I[CH2:26][CH:27]([CH3:29])[CH3:28].C(=O)([O-])[O-].[Cs+].[Cs+]. Product: [CH2:26]([N:18]([CH2:17][C:13]1[CH:12]=[C:11]([C:7]2[CH:8]=[CH:9][CH:10]=[C:5]([S:2]([CH3:1])(=[O:3])=[O:4])[CH:6]=2)[CH:16]=[CH:15][CH:14]=1)[S:19]([CH:22]([CH3:24])[CH3:23])(=[O:20])=[O:21])[CH:27]([CH3:29])[CH3:28]. The catalyst class is: 80.